Dataset: Reaction yield outcomes from USPTO patents with 853,638 reactions. Task: Predict the reaction yield, written as a fraction of the theoretical maximum amount of product (1.0 means a 100% yield; for example, 0.34 means a 34% yield). The reactants are Br[C:2]1[CH:3]=[CH:4][C:5]([O:25][CH2:26][CH2:27][CH3:28])=[C:6]([S:8]([NH:11][C@H:12]([CH2:15][C:16]2[C:24]3[C:19](=[CH:20][CH:21]=[CH:22][CH:23]=3)[NH:18][CH:17]=2)[CH2:13][OH:14])(=[O:10])=[O:9])[CH:7]=1.[C:29]([C:31]1[CH:32]=[C:33]([CH:38]=[CH:39][CH:40]=1)[C:34]([NH:36][CH3:37])=[O:35])#[CH:30].CCCC[N+](CCCC)(CCCC)CCCC.[F-].O. The catalyst is C1COCC1.C(O)C.Cl[Pd](Cl)([P](C1C=CC=CC=1)(C1C=CC=CC=1)C1C=CC=CC=1)[P](C1C=CC=CC=1)(C1C=CC=CC=1)C1C=CC=CC=1. The product is [OH:14][CH2:13][C@H:12]([NH:11][S:8]([C:6]1[CH:7]=[C:2]([C:30]#[C:29][C:31]2[CH:32]=[C:33]([CH:38]=[CH:39][CH:40]=2)[C:34]([NH:36][CH3:37])=[O:35])[CH:3]=[CH:4][C:5]=1[O:25][CH2:26][CH2:27][CH3:28])(=[O:10])=[O:9])[CH2:15][C:16]1[C:24]2[C:19](=[CH:20][CH:21]=[CH:22][CH:23]=2)[NH:18][CH:17]=1. The yield is 0.380.